Task: Regression. Given two drug SMILES strings and cell line genomic features, predict the synergy score measuring deviation from expected non-interaction effect.. Dataset: NCI-60 drug combinations with 297,098 pairs across 59 cell lines (1) Drug 1: CCCCCOC(=O)NC1=NC(=O)N(C=C1F)C2C(C(C(O2)C)O)O. Drug 2: CC(C)NC(=O)C1=CC=C(C=C1)CNNC.Cl. Cell line: LOX IMVI. Synergy scores: CSS=7.31, Synergy_ZIP=-4.52, Synergy_Bliss=-7.09, Synergy_Loewe=-1.40, Synergy_HSA=-2.24. (2) Drug 1: C1=C(C(=O)NC(=O)N1)N(CCCl)CCCl. Drug 2: CC(C)CN1C=NC2=C1C3=CC=CC=C3N=C2N. Cell line: MCF7. Synergy scores: CSS=21.5, Synergy_ZIP=2.98, Synergy_Bliss=1.53, Synergy_Loewe=-1.13, Synergy_HSA=-0.321. (3) Drug 1: CC1=C2C(C(=O)C3(C(CC4C(C3C(C(C2(C)C)(CC1OC(=O)C(C(C5=CC=CC=C5)NC(=O)OC(C)(C)C)O)O)OC(=O)C6=CC=CC=C6)(CO4)OC(=O)C)O)C)O. Drug 2: N.N.Cl[Pt+2]Cl. Cell line: IGROV1. Synergy scores: CSS=67.8, Synergy_ZIP=-2.61, Synergy_Bliss=-1.03, Synergy_Loewe=0.499, Synergy_HSA=0.344. (4) Drug 1: C1=CC(=CC=C1CCC2=CNC3=C2C(=O)NC(=N3)N)C(=O)NC(CCC(=O)O)C(=O)O. Drug 2: CC1=C(N=C(N=C1N)C(CC(=O)N)NCC(C(=O)N)N)C(=O)NC(C(C2=CN=CN2)OC3C(C(C(C(O3)CO)O)O)OC4C(C(C(C(O4)CO)O)OC(=O)N)O)C(=O)NC(C)C(C(C)C(=O)NC(C(C)O)C(=O)NCCC5=NC(=CS5)C6=NC(=CS6)C(=O)NCCC[S+](C)C)O. Cell line: SK-OV-3. Synergy scores: CSS=26.5, Synergy_ZIP=-1.69, Synergy_Bliss=-3.47, Synergy_Loewe=-8.07, Synergy_HSA=-2.68. (5) Drug 1: C1=CC(=CC=C1C#N)C(C2=CC=C(C=C2)C#N)N3C=NC=N3. Drug 2: CC1CCC2CC(C(=CC=CC=CC(CC(C(=O)C(C(C(=CC(C(=O)CC(OC(=O)C3CCCCN3C(=O)C(=O)C1(O2)O)C(C)CC4CCC(C(C4)OC)O)C)C)O)OC)C)C)C)OC. Cell line: EKVX. Synergy scores: CSS=1.11, Synergy_ZIP=2.25, Synergy_Bliss=6.74, Synergy_Loewe=-3.10, Synergy_HSA=1.79. (6) Drug 1: CCC1(CC2CC(C3=C(CCN(C2)C1)C4=CC=CC=C4N3)(C5=C(C=C6C(=C5)C78CCN9C7C(C=CC9)(C(C(C8N6C=O)(C(=O)OC)O)OC(=O)C)CC)OC)C(=O)OC)O.OS(=O)(=O)O. Drug 2: COC1=NC(=NC2=C1N=CN2C3C(C(C(O3)CO)O)O)N. Cell line: PC-3. Synergy scores: CSS=1.17, Synergy_ZIP=0.0519, Synergy_Bliss=1.95, Synergy_Loewe=0.779, Synergy_HSA=0.823. (7) Drug 1: CC1=C(C=C(C=C1)NC2=NC=CC(=N2)N(C)C3=CC4=NN(C(=C4C=C3)C)C)S(=O)(=O)N.Cl. Drug 2: COC1=NC(=NC2=C1N=CN2C3C(C(C(O3)CO)O)O)N. Cell line: BT-549. Synergy scores: CSS=-0.509, Synergy_ZIP=5.01, Synergy_Bliss=6.24, Synergy_Loewe=3.62, Synergy_HSA=3.21. (8) Drug 1: CCCS(=O)(=O)NC1=C(C(=C(C=C1)F)C(=O)C2=CNC3=C2C=C(C=N3)C4=CC=C(C=C4)Cl)F. Drug 2: CCCCCOC(=O)NC1=NC(=O)N(C=C1F)C2C(C(C(O2)C)O)O. Cell line: EKVX. Synergy scores: CSS=-4.08, Synergy_ZIP=2.71, Synergy_Bliss=-0.286, Synergy_Loewe=-3.36, Synergy_HSA=-4.61. (9) Drug 1: CC1C(C(CC(O1)OC2CC(CC3=C2C(=C4C(=C3O)C(=O)C5=C(C4=O)C(=CC=C5)OC)O)(C(=O)CO)O)N)O.Cl. Drug 2: COC1=CC(=CC(=C1O)OC)C2C3C(COC3=O)C(C4=CC5=C(C=C24)OCO5)OC6C(C(C7C(O6)COC(O7)C8=CC=CS8)O)O. Cell line: K-562. Synergy scores: CSS=52.3, Synergy_ZIP=-1.36, Synergy_Bliss=-2.55, Synergy_Loewe=-0.505, Synergy_HSA=0.337. (10) Drug 1: CN1C(=O)N2C=NC(=C2N=N1)C(=O)N. Drug 2: CC(C)CN1C=NC2=C1C3=CC=CC=C3N=C2N. Cell line: MOLT-4. Synergy scores: CSS=-0.716, Synergy_ZIP=-0.428, Synergy_Bliss=-2.37, Synergy_Loewe=-2.39, Synergy_HSA=-2.85.